This data is from Forward reaction prediction with 1.9M reactions from USPTO patents (1976-2016). The task is: Predict the product of the given reaction. (1) Given the reactants Br[C:2]1[S:3][C:4]([C:30]2[CH:35]=[CH:34][N:33]=[CH:32][CH:31]=2)=[C:5]([C:7]2[C:8]([F:29])=[C:9]([N:14]([CH2:26][O:27][CH3:28])[S:15]([C:18]3[CH:23]=[C:22]([F:24])[CH:21]=[CH:20][C:19]=3[F:25])(=[O:17])=[O:16])[CH:10]=[CH:11][C:12]=2[F:13])[N:6]=1.[CH:36]1([NH2:42])[CH2:41][CH2:40][CH2:39][CH2:38][CH2:37]1, predict the reaction product. The product is: [CH:36]1([NH:42][C:2]2[S:3][C:4]([C:30]3[CH:35]=[CH:34][N:33]=[CH:32][CH:31]=3)=[C:5]([C:7]3[C:8]([F:29])=[C:9]([N:14]([CH2:26][O:27][CH3:28])[S:15]([C:18]4[CH:23]=[C:22]([F:24])[CH:21]=[CH:20][C:19]=4[F:25])(=[O:17])=[O:16])[CH:10]=[CH:11][C:12]=3[F:13])[N:6]=2)[CH2:41][CH2:40][CH2:39][CH2:38][CH2:37]1. (2) Given the reactants [OH-].[K+].[Br:3][C:4]1[CH:5]=[CH:6][C:7]2[NH:8][C:9]3[C:14]([C:15]=2[CH:16]=1)=[CH:13][C:12]([Br:17])=[CH:11][CH:10]=3.[CH2:18]([CH:20]1[O:22][CH2:21]1)Br, predict the reaction product. The product is: [Br:17][C:12]1[CH:11]=[CH:10][C:9]2[N:8]([CH2:18][CH:20]3[CH2:21][O:22]3)[C:7]3[C:15]([C:14]=2[CH:13]=1)=[CH:16][C:4]([Br:3])=[CH:5][CH:6]=3. (3) Given the reactants [CH2:1]([O:4][C:5]([NH:7][C@H:8]([C:15]([O:17]CC)=[O:16])[C@H:9]([C:11]([F:14])([F:13])[F:12])[CH3:10])=[O:6])[CH:2]=[CH2:3].[OH-].[Na+], predict the reaction product. The product is: [CH2:1]([O:4][C:5]([NH:7][C@H:8]([C:15]([OH:17])=[O:16])[C@H:9]([C:11]([F:13])([F:14])[F:12])[CH3:10])=[O:6])[CH:2]=[CH2:3]. (4) Given the reactants C(=O)(O)[O-].[Na+].Cl.[NH2:7][CH2:8][C@H:9]([OH:12])[CH2:10][OH:11].CC1CCCO1.[Cl:19][C:20]1[S:24][C:23]([C:25](Cl)=[O:26])=[CH:22][CH:21]=1, predict the reaction product. The product is: [Cl:19][C:20]1[S:24][C:23]([C:25]([NH:7][CH2:8][C@H:9]([OH:12])[CH2:10][OH:11])=[O:26])=[CH:22][CH:21]=1. (5) Given the reactants [Cl:1][C:2]1[N:7]=[C:6]([C:8]([F:11])([F:10])[F:9])[C:5]([C:12](Cl)=[O:13])=[CH:4][N:3]=1.Cl.[CH:16]1([CH2:20][NH2:21])[CH2:19][CH2:18][CH2:17]1.C(N(CC)C(C)C)(C)C.O, predict the reaction product. The product is: [CH:16]1([CH2:20][NH:21][C:12]([C:5]2[C:6]([C:8]([F:11])([F:10])[F:9])=[N:7][C:2]([Cl:1])=[N:3][CH:4]=2)=[O:13])[CH2:19][CH2:18][CH2:17]1. (6) Given the reactants [OH-].[K+].[NH2:3][C:4]1[C:13]([C:14]([O:16]CC)=[O:15])=[C:7]2[CH:8]=[CH:9][C:10]([Cl:12])=[CH:11][N:6]2[N:5]=1.Cl, predict the reaction product. The product is: [NH2:3][C:4]1[C:13]([C:14]([OH:16])=[O:15])=[C:7]2[CH:8]=[CH:9][C:10]([Cl:12])=[CH:11][N:6]2[N:5]=1.